The task is: Regression/Classification. Given a drug SMILES string, predict its absorption, distribution, metabolism, or excretion properties. Task type varies by dataset: regression for continuous measurements (e.g., permeability, clearance, half-life) or binary classification for categorical outcomes (e.g., BBB penetration, CYP inhibition). For this dataset (lipophilicity_astrazeneca), we predict Y.. This data is from Experimental lipophilicity measurements (octanol/water distribution) for 4,200 compounds from AstraZeneca. (1) The compound is CS(=O)(=O)Nc1cccc(NC(=O)CN2CCN(C(=O)C[C@H](N)Cc3ccc(F)c(F)c3)[C@H](Cc3ccccc3)C2)c1. The Y is 2.06 logD. (2) The drug is CCn1c(=O)c2c(-c3cncn3C)n(Cc3ccnc4ccc(Cl)cc34)nc2n(CC2CC2)c1=O. The Y is 2.87 logD. (3) The compound is N#Cc1cccc(S(=O)(=O)NC[C@@H](O)CN2CCC(Oc3ccc(Cl)c(Cl)c3)CC2)c1. The Y is 3.42 logD. (4) The compound is Cc1cc(Oc2ccnc(Nc3cccc(N4CCOCC4)c3)c2)c(-c2ccccn2)nc1C. The Y is 3.27 logD. (5) The drug is NC(=O)NC(=O)C(Nc1ccc2c(c1)CCC2)c1ccccc1. The Y is 3.30 logD. (6) The drug is O=C(O)c1[nH]c2cc(Cl)cc(Cl)c2c1/C=C1\CCN(c2ccccc2)C1=O. The Y is 1.85 logD.